This data is from Catalyst prediction with 721,799 reactions and 888 catalyst types from USPTO. The task is: Predict which catalyst facilitates the given reaction. (1) The catalyst class is: 5. Product: [F:1][C:2]1[CH:11]=[C:10]2[C:5]([CH:6]=[CH:7][CH:8]=[N:9]2)=[CH:4][C:3]=1[CH2:12][N:13]1[C:21]2=[N:20][C:19](/[C:22](=[N:27]/[NH:26][C:28]([NH2:30])=[O:29])/[CH3:23])=[CH:18][N:17]=[C:16]2[N:15]=[N:14]1. Reactant: [F:1][C:2]1[CH:11]=[C:10]2[C:5]([CH:6]=[CH:7][CH:8]=[N:9]2)=[CH:4][C:3]=1[CH2:12][N:13]1[C:21]2[C:16](=[N:17][CH:18]=[C:19]([C:22](=O)[CH3:23])[N:20]=2)[N:15]=[N:14]1.Cl.[NH:26]([C:28]([NH2:30])=[O:29])[NH2:27]. (2) Reactant: [S:1]1[C:5]2[CH:6]=[CH:7][CH:8]=[CH:9][C:4]=2[N:3]=[C:2]1[NH:10][C:11]([C:13]1[CH:14]=[CH:15][CH:16]=[C:17]2[C:22]=1[CH2:21][N:20]([C:23]1[N:28]=[C:27]([C:29]([OH:31])=O)[C:26]([C:32]3[CH:33]=[N:34][N:35]([CH2:38][C:39]4([O:47][CH3:48])[CH2:44][CH2:43][CH2:42][C:41]([CH3:46])([CH3:45])[CH2:40]4)[C:36]=3[CH3:37])=[CH:25][CH:24]=1)[CH2:19][CH2:18]2)=[O:12].[CH3:49][S:50]([NH2:53])(=[O:52])=[O:51].Cl.Cl.C(N=C=NCCCN(C)C)C. Product: [S:1]1[C:5]2[CH:6]=[CH:7][CH:8]=[CH:9][C:4]=2[N:3]=[C:2]1[NH:10][C:11]([C:13]1[CH:14]=[CH:15][CH:16]=[C:17]2[C:22]=1[CH2:21][N:20]([C:23]1[CH:24]=[CH:25][C:26]([C:32]3[CH:33]=[N:34][N:35]([CH2:38][C:39]4([O:47][CH3:48])[CH2:44][CH2:43][CH2:42][C:41]([CH3:45])([CH3:46])[CH2:40]4)[C:36]=3[CH3:37])=[C:27]([C:29](=[O:31])[NH:53][S:50]([CH3:49])(=[O:52])=[O:51])[N:28]=1)[CH2:19][CH2:18]2)=[O:12]. The catalyst class is: 119.